Dataset: Peptide-MHC class II binding affinity with 134,281 pairs from IEDB. Task: Regression. Given a peptide amino acid sequence and an MHC pseudo amino acid sequence, predict their binding affinity value. This is MHC class II binding data. (1) The peptide sequence is YVDEHLMCEIEGHHL. The MHC is HLA-DPA10301-DPB10402 with pseudo-sequence HLA-DPA10301-DPB10402. The binding affinity (normalized) is 0.379. (2) The peptide sequence is HQPFSSLVEGEQKKL. The MHC is DRB1_0101 with pseudo-sequence DRB1_0101. The binding affinity (normalized) is 0.201.